Dataset: Full USPTO retrosynthesis dataset with 1.9M reactions from patents (1976-2016). Task: Predict the reactants needed to synthesize the given product. (1) Given the product [C:6]1([S:12]([CH2:15][C@@H:16]2[CH2:21][C@H:20]([N:22]([CH:23]([CH3:25])[CH3:24])[CH2:1][CH3:2])[CH2:19][CH2:18][C@@H:17]2[N:26]2[CH2:31][CH2:30][C:29]([C:32]3[CH:37]=[CH:36][CH:35]=[C:34]([C:38]([F:41])([F:39])[F:40])[CH:33]=3)=[CH:28][C:27]2=[O:42])(=[O:13])=[O:14])[CH:11]=[CH:10][CH:9]=[CH:8][CH:7]=1, predict the reactants needed to synthesize it. The reactants are: [CH:1](=O)[CH3:2].C=O.[C:6]1([S:12]([CH2:15][C@@H:16]2[CH2:21][C@H:20]([NH:22][CH:23]([CH3:25])[CH3:24])[CH2:19][CH2:18][C@@H:17]2[N:26]2[CH2:31][CH2:30][C:29]([C:32]3[CH:37]=[CH:36][CH:35]=[C:34]([C:38]([F:41])([F:40])[F:39])[CH:33]=3)=[CH:28][C:27]2=[O:42])(=[O:14])=[O:13])[CH:11]=[CH:10][CH:9]=[CH:8][CH:7]=1. (2) Given the product [C:38]([OH:46])(=[O:45])[CH:39]([CH2:41][C:42]([OH:44])=[O:43])[OH:40].[F:1][C:2]1[CH:3]=[CH:4][C:5]([NH:8][C:9]([C:11]2([C:14]([NH:16][C:17]3[CH:18]=[CH:19][C:20]([O:23][C:24]4[C:33]5[C:28](=[CH:29][C:30]([O:36][CH3:37])=[C:31]([O:34][CH3:35])[CH:32]=5)[N:27]=[CH:26][CH:25]=4)=[CH:21][CH:22]=3)=[O:15])[CH2:12][CH2:13]2)=[O:10])=[CH:6][CH:7]=1, predict the reactants needed to synthesize it. The reactants are: [F:1][C:2]1[CH:7]=[CH:6][C:5]([NH:8][C:9]([C:11]2([C:14]([NH:16][C:17]3[CH:22]=[CH:21][C:20]([O:23][C:24]4[C:33]5[C:28](=[CH:29][C:30]([O:36][CH3:37])=[C:31]([O:34][CH3:35])[CH:32]=5)[N:27]=[CH:26][CH:25]=4)=[CH:19][CH:18]=3)=[O:15])[CH2:13][CH2:12]2)=[O:10])=[CH:4][CH:3]=1.[C:38]([OH:46])(=[O:45])[C@H:39]([CH2:41][C:42]([OH:44])=[O:43])[OH:40].C(C(C)=O)C. (3) Given the product [CH2:1]([S:8][C:20]([C:25]1[CH:26]=[C:27]([Cl:32])[CH:28]=[C:29]([Cl:31])[CH:30]=1)([C:21]([F:22])([F:23])[F:24])[CH2:19][C:18]([C:15]1[CH:16]=[CH:17][C:12]([Br:11])=[C:13]([CH3:34])[CH:14]=1)=[O:33])[C:2]1[CH:7]=[CH:6][CH:5]=[CH:4][CH:3]=1, predict the reactants needed to synthesize it. The reactants are: [CH2:1]([SH:8])[C:2]1[CH:7]=[CH:6][CH:5]=[CH:4][CH:3]=1.[OH-].[Na+].[Br:11][C:12]1[CH:17]=[CH:16][C:15]([C:18](=[O:33])/[CH:19]=[C:20](\[C:25]2[CH:30]=[C:29]([Cl:31])[CH:28]=[C:27]([Cl:32])[CH:26]=2)/[C:21]([F:24])([F:23])[F:22])=[CH:14][C:13]=1[CH3:34]. (4) The reactants are: [N:1]1([C:7]2[N:12]=[CH:11][NH:10][C:9](=[O:13])[CH:8]=2)[CH2:6][CH2:5][NH:4][CH2:3][CH2:2]1.[Cl:14][C:15]1[CH:16]=[C:17]([CH:20]=[CH:21][CH:22]=1)[CH:18]=O. Given the product [Cl:14][C:15]1[CH:16]=[C:17]([CH:20]=[CH:21][CH:22]=1)[CH2:18][N:4]1[CH2:5][CH2:6][N:1]([C:7]2[N:12]=[CH:11][NH:10][C:9](=[O:13])[CH:8]=2)[CH2:2][CH2:3]1, predict the reactants needed to synthesize it. (5) Given the product [CH2:1]([O:3][C:4]([C:6]1[S:10][C:9]([Br:11])=[N:8][C:7]=1[CH2:12][Br:13])=[O:5])[CH3:2], predict the reactants needed to synthesize it. The reactants are: [CH2:1]([O:3][C:4]([C:6]1[S:10][C:9]([Br:11])=[N:8][C:7]=1[CH3:12])=[O:5])[CH3:2].[Br:13]N1C(=O)CCC1=O.